Dataset: Reaction yield outcomes from USPTO patents with 853,638 reactions. Task: Predict the reaction yield, written as a fraction of the theoretical maximum amount of product (1.0 means a 100% yield; for example, 0.34 means a 34% yield). (1) The reactants are [CH2:1]([O:3][C:4](=[O:10])[CH:5]([CH3:9])[C:6]([OH:8])=O)[CH3:2].O1CCCC1.[F:16][C:17]1[CH:18]=[C:19]([CH:22]=[C:23]([F:25])[CH:24]=1)[CH2:20][NH2:21].Cl.CN(C)CCCN=C=NCC.C(N(CC)C(C)C)(C)C. No catalyst specified. The product is [CH2:1]([O:3][C:4](=[O:10])[CH:5]([CH3:9])[C:6]([NH:21][CH2:20][C:19]1[CH:18]=[C:17]([F:16])[CH:24]=[C:23]([F:25])[CH:22]=1)=[O:8])[CH3:2]. The yield is 0.790. (2) The reactants are C(O)(=[O:3])C.[O:5]1[C:14]2[C:9](=[CH:10][CH:11]=[CH:12][CH:13]=2)[CH:8]=[CH:7][CH2:6]1.[OH-].[Na+].Cl. The catalyst is C(O)C. The product is [O:5]1[C:14]2[C:9](=[CH:10][C:11]([OH:3])=[CH:12][CH:13]=2)[CH:8]=[CH:7][CH2:6]1. The yield is 0.980. (3) The reactants are [N:1]1([S:7]([C:10]2[CH:11]=[C:12]([CH:17]=[CH:18][CH:19]=2)[C:13](OC)=[O:14])(=[O:9])=[O:8])[CH2:6][CH2:5][CH2:4][CH2:3][CH2:2]1.[NH2:20][NH2:21]. The catalyst is CO. The product is [N:1]1([S:7]([C:10]2[CH:11]=[C:12]([CH:17]=[CH:18][CH:19]=2)[C:13]([NH:20][NH2:21])=[O:14])(=[O:9])=[O:8])[CH2:6][CH2:5][CH2:4][CH2:3][CH2:2]1. The yield is 0.462. (4) The catalyst is C(Cl)Cl. The product is [CH3:14][S:15]([O:5][CH:3]([CH:2]([O:6][S:15]([CH3:14])(=[O:17])=[O:16])[CH3:1])[CH3:4])(=[O:17])=[O:16]. The reactants are [CH3:1][CH:2]([OH:6])[CH:3]([OH:5])[CH3:4].CCN(CC)CC.[CH3:14][S:15](Cl)(=[O:17])=[O:16]. The yield is 0.980. (5) The reactants are [NH2:1][CH:2]([CH2:8][C:9]1[S:10][C:11]2[CH:17]=[CH:16][CH:15]=[CH:14][C:12]=2[N:13]=1)[C:3]([N:5]([CH3:7])[CH3:6])=[O:4].[NH2:18][C:19]1[N:28]=[C:27]([N:29]2[CH2:34][CH2:33][N:32]([CH3:35])[CH2:31][CH2:30]2)[C:26]2[C:21](=[CH:22][C:23]([C:36](O)=[O:37])=[CH:24][CH:25]=2)[N:20]=1.C(N(CC)C(C)C)(C)C. The catalyst is CN(C)C=O. The product is [NH2:18][C:19]1[N:28]=[C:27]([N:29]2[CH2:30][CH2:31][N:32]([CH3:35])[CH2:33][CH2:34]2)[C:26]2[C:21](=[CH:22][C:23]([C:36]([NH:1][CH:2]([CH2:8][C:9]3[S:10][C:11]4[CH:17]=[CH:16][CH:15]=[CH:14][C:12]=4[N:13]=3)[C:3]([N:5]([CH3:6])[CH3:7])=[O:4])=[O:37])=[CH:24][CH:25]=2)[N:20]=1. The yield is 0.490.